This data is from Full USPTO retrosynthesis dataset with 1.9M reactions from patents (1976-2016). The task is: Predict the reactants needed to synthesize the given product. (1) Given the product [F:1][C:2]([F:16])([F:17])[C:3]([F:15])([C:8]1[CH:13]=[CH:12][C:11]([OH:14])=[C:10]([N+:27]([O-:29])=[O:28])[CH:9]=1)[C:4]([F:7])([F:6])[F:5], predict the reactants needed to synthesize it. The reactants are: [F:1][C:2]([F:17])([F:16])[C:3]([F:15])([C:8]1[CH:13]=[CH:12][C:11]([OH:14])=[CH:10][CH:9]=1)[C:4]([F:7])([F:6])[F:5].C(O)(=O)C.S(=O)(=O)(O)O.[N+:27]([O-])([OH:29])=[O:28]. (2) Given the product [ClH:21].[CH3:19][O:18][CH2:17][CH2:16][N:13]1[CH2:12][CH2:11][CH:10]([C:7]2[CH:6]=[CH:5][C:4]([C:3]([OH:20])=[O:2])=[CH:9][CH:8]=2)[CH2:15][CH2:14]1, predict the reactants needed to synthesize it. The reactants are: C[O:2][C:3](=[O:20])[C:4]1[CH:9]=[CH:8][C:7]([CH:10]2[CH2:15][CH2:14][N:13]([CH2:16][CH2:17][O:18][CH3:19])[CH2:12][CH2:11]2)=[CH:6][CH:5]=1.[ClH:21]. (3) The reactants are: [C:1]([O:5][C:6]([NH:8][CH:9]([C:15]([O:17][CH2:18][CH3:19])=[O:16])[C:10]([O:12][CH2:13][CH3:14])=[O:11])=[O:7])([CH3:4])([CH3:3])[CH3:2].C(=O)([O-])[O-].[K+].[K+].Br[CH2:27][C:28]([O:30][CH2:31][C:32]1[CH:37]=[CH:36][CH:35]=[CH:34][CH:33]=1)=[O:29].Cl. Given the product [C:1]([O:5][C:6]([NH:8][C:9]([CH2:27][C:28]([O:30][CH2:31][C:32]1[CH:37]=[CH:36][CH:35]=[CH:34][CH:33]=1)=[O:29])([C:10]([O:12][CH2:13][CH3:14])=[O:11])[C:15]([O:17][CH2:18][CH3:19])=[O:16])=[O:7])([CH3:4])([CH3:2])[CH3:3], predict the reactants needed to synthesize it.